The task is: Predict the reaction yield, written as a fraction of the theoretical maximum amount of product (1.0 means a 100% yield; for example, 0.34 means a 34% yield).. This data is from Reaction yield outcomes from USPTO patents with 853,638 reactions. (1) The reactants are Cl[C:2]1[N:7]2[N:8]=[C:9]([CH3:11])[CH:10]=[C:6]2[N:5]=[C:4]([NH:12][C:13](=[O:24])[C:14]2[CH:19]=[CH:18][C:17]([C:20]([OH:23])([CH3:22])[CH3:21])=[CH:16][CH:15]=2)[CH:3]=1.[NH:25]1[CH2:29][CH2:28][CH2:27][C@H:26]1[CH2:30][OH:31]. The catalyst is CN(C=O)C.CS(C)=O.CO. The product is [OH:31][CH2:30][C@@H:26]1[CH2:27][CH2:28][CH2:29][N:25]1[C:2]1[N:7]2[N:8]=[C:9]([CH3:11])[CH:10]=[C:6]2[N:5]=[C:4]([NH:12][C:13](=[O:24])[C:14]2[CH:19]=[CH:18][C:17]([C:20]([OH:23])([CH3:22])[CH3:21])=[CH:16][CH:15]=2)[CH:3]=1. The yield is 0.810. (2) The reactants are [CH3:1][O:2][C:3]([NH:5][C@H:6]([C:10]([N:12]1[C@@H:16]([CH3:17])[CH2:15][CH2:14][C@H:13]1[C:18]1[NH:22][C:21]2[C:23]3[C:28]([CH:29]=[CH:30][C:20]=2[N:19]=1)=[CH:27][C:26]1[C:31]2[C:36]([CH2:37][O:38][C:25]=1[CH:24]=3)=[CH:35][C:34]([C:39]1[NH:43][C:42]([C@@H:44]3[CH2:48][C@H:47]([CH2:49][O:50][CH3:51])[CH2:46][N:45]3C(OC(C)(C)C)=O)=[N:41][CH:40]=1)=[CH:33][CH:32]=2)=[O:11])[CH:7]([CH3:9])[CH3:8])=[O:4].Cl.[CH3:60][O:61][C:62]([NH:64][C@@H:65]([C@@H:69]([CH3:72])[CH2:70][CH3:71])[C:66]([OH:68])=O)=[O:63].CN(C(ON1N=NC2C=CC=NC1=2)=[N+](C)C)C.F[P-](F)(F)(F)(F)F.CCN(C(C)C)C(C)C. The catalyst is C(Cl)Cl.CN(C=O)C. The product is [CH3:1][O:2][C:3]([NH:5][C@@H:6]([CH:7]([CH3:9])[CH3:8])[C:10]([N:12]1[C@@H:16]([CH3:17])[CH2:15][CH2:14][C@H:13]1[C:18]1[NH:22][C:21]2[C:23]3[C:28]([CH:29]=[CH:30][C:20]=2[N:19]=1)=[CH:27][C:26]1[C:31]2[C:36]([CH2:37][O:38][C:25]=1[CH:24]=3)=[CH:35][C:34]([C:39]1[NH:43][C:42]([C@@H:44]3[CH2:48][C@H:47]([CH2:49][O:50][CH3:51])[CH2:46][N:45]3[C:66](=[O:68])[C@@H:65]([NH:64][C:62](=[O:63])[O:61][CH3:60])[C@@H:69]([CH3:72])[CH2:70][CH3:71])=[N:41][CH:40]=1)=[CH:33][CH:32]=2)=[O:11])=[O:4]. The yield is 0.590. (3) The reactants are [Cl:1][C:2]1[N:7]=[C:6]([NH:8][C:9]2[CH:14]=[CH:13][C:12]([C:15]3([NH:19][C:20](=[O:26])[O:21][C:22]([CH3:25])([CH3:24])[CH3:23])[CH2:18][CH2:17][CH2:16]3)=[CH:11][CH:10]=2)[C:5]([N+:27]([O-])=O)=[CH:4][CH:3]=1.[CH:30](=O)[C:31]1[CH:36]=[CH:35][CH:34]=[CH:33][CH:32]=1.S(S([O-])=O)([O-])=O.[Na+].[Na+].[OH-].[Na+].CC(OC(OC(OC(C)(C)C)=O)=O)(C)C. The catalyst is CS(C)=O.CO.C1COCC1. The product is [Cl:1][C:2]1[N:7]=[C:6]2[N:8]([C:9]3[CH:14]=[CH:13][C:12]([C:15]4([NH:19][C:20](=[O:26])[O:21][C:22]([CH3:25])([CH3:24])[CH3:23])[CH2:18][CH2:17][CH2:16]4)=[CH:11][CH:10]=3)[C:30]([C:31]3[CH:36]=[CH:35][CH:34]=[CH:33][CH:32]=3)=[N:27][C:5]2=[CH:4][CH:3]=1. The yield is 0.460. (4) The reactants are [NH2:1][C:2]1[CH:10]=[CH:9][CH:8]=[C:7]([Cl:11])[C:3]=1[C:4]([OH:6])=O.C1N=CN(C(N2C=NC=C2)=O)C=1.Cl.[NH2:25][CH:26]1[CH2:31][CH2:30][C:29](=[O:32])[NH:28][C:27]1=[O:33].C(=O)([O-])O.[Na+]. The catalyst is C(#N)C. The product is [NH2:1][C:2]1[CH:10]=[CH:9][CH:8]=[C:7]([Cl:11])[C:3]=1[C:4]([NH:25][CH:26]1[CH2:31][CH2:30][C:29](=[O:32])[NH:28][C:27]1=[O:33])=[O:6]. The yield is 0.350. (5) The reactants are [NH:1]1[CH2:4][CH:3]([CH2:5][C:6]2[N:7]([CH3:32])[C:8]3[C:13]([N:14]=2)=[C:12]([N:15]2[CH2:20][CH2:19][O:18][CH2:17][CH2:16]2)[N:11]=[C:10]([N:21]2[C:25]4[CH:26]=[CH:27][CH:28]=[CH:29][C:24]=4[N:23]=[C:22]2[CH2:30][CH3:31])[N:9]=3)[CH2:2]1.[OH:33][C:34]([CH3:39])([CH3:38])[C:35](O)=[O:36].CCN(C(C)C)C(C)C.CN(C(ON1N=NC2C=CC=NC1=2)=[N+](C)C)C.F[P-](F)(F)(F)(F)F. The catalyst is C(Cl)Cl. The product is [CH2:30]([C:22]1[N:21]([C:10]2[N:9]=[C:8]3[C:13]([N:14]=[C:6]([CH2:5][CH:3]4[CH2:2][N:1]([C:35](=[O:36])[C:34]([OH:33])([CH3:39])[CH3:38])[CH2:4]4)[N:7]3[CH3:32])=[C:12]([N:15]3[CH2:20][CH2:19][O:18][CH2:17][CH2:16]3)[N:11]=2)[C:25]2[CH:26]=[CH:27][CH:28]=[CH:29][C:24]=2[N:23]=1)[CH3:31]. The yield is 0.560. (6) The reactants are [NH2:1][C:2]1[C:7]([O:8]CC2C=CC=CC=2)=[CH:6][CH:5]=[CH:4][C:3]=1[NH:16][C:17]1[C:18]([CH3:45])=[C:19]([CH:42]=[CH:43][CH:44]=1)[CH2:20][N:21]([C:36](=[O:41])[C:37]([F:40])([F:39])[F:38])[C:22]1[CH:35]=[CH:34][C:25]2[C@H:26]([CH2:29][C:30]([O:32][CH3:33])=[O:31])[CH2:27][O:28][C:24]=2[CH:23]=1.[C:46](Cl)(=O)[CH2:47][CH3:48]. The catalyst is CN(C)C(=O)C. The product is [CH2:47]([C:48]1[N:16]([C:17]2[C:18]([CH3:45])=[C:19]([CH:42]=[CH:43][CH:44]=2)[CH2:20][N:21]([C:36](=[O:41])[C:37]([F:39])([F:38])[F:40])[C:22]2[CH:35]=[CH:34][C:25]3[C@H:26]([CH2:29][C:30]([O:32][CH3:33])=[O:31])[CH2:27][O:28][C:24]=3[CH:23]=2)[C:3]2[CH:4]=[CH:5][CH:6]=[C:7]([OH:8])[C:2]=2[N:1]=1)[CH3:46]. The yield is 0.780. (7) The reactants are C(=O)([O-])[O-].[K+].[K+].CN(C=O)C.[CH:12]1([CH2:15][O:16][C:17]2[CH:18]=[CH:19][C:20]([F:29])=[C:21]3[C:26]=2[NH:25][CH:24]=[C:23]([I:27])[C:22]3=[O:28])[CH2:14][CH2:13]1.[CH2:30](I)[CH3:31]. The catalyst is O. The product is [CH:12]1([CH2:15][O:16][C:17]2[CH:18]=[CH:19][C:20]([F:29])=[C:21]3[C:26]=2[N:25]([CH2:30][CH3:31])[CH:24]=[C:23]([I:27])[C:22]3=[O:28])[CH2:13][CH2:14]1. The yield is 0.770. (8) The reactants are [C:1]([NH:4][C:5]1[S:6][C:7]2[C:18](=[O:19])[CH2:17][CH2:16][CH2:15][C:8]=2[C:9]=1[C:10]([O:12][CH2:13][CH3:14])=[O:11])(=[O:3])[CH3:2].[Br:20]Br. The catalyst is C(Cl)(Cl)Cl. The product is [C:1]([NH:4][C:5]1[S:6][C:7]2[C:18](=[O:19])[CH:17]([Br:20])[CH2:16][CH2:15][C:8]=2[C:9]=1[C:10]([O:12][CH2:13][CH3:14])=[O:11])(=[O:3])[CH3:2]. The yield is 0.890. (9) The reactants are [H][H].[C:3]1([C:9]2[CH2:14][CH2:13][CH2:12][CH2:11][CH:10]=2)[CH:8]=[CH:7][CH:6]=[CH:5][CH:4]=1. The catalyst is C1COCC1. The product is [C:3]1([CH:9]2[CH2:14][CH2:13][CH2:12][CH2:11][CH2:10]2)[CH:8]=[CH:7][CH:6]=[CH:5][CH:4]=1. The yield is 0.990.